Dataset: CYP2C9 inhibition data for predicting drug metabolism from PubChem BioAssay. Task: Regression/Classification. Given a drug SMILES string, predict its absorption, distribution, metabolism, or excretion properties. Task type varies by dataset: regression for continuous measurements (e.g., permeability, clearance, half-life) or binary classification for categorical outcomes (e.g., BBB penetration, CYP inhibition). Dataset: cyp2c9_veith. (1) The molecule is C[C@@H](N)C(=O)O. The result is 0 (non-inhibitor). (2) The drug is COC(=O)[C@@]1(Cc2ccc(F)cc2)[C@H]2c3cc(C(=O)N(C)C)n(Cc4c(CO)[nH]cc(C)c4=O)c3C[C@H]2CN1C(=O)c1ccccc1. The result is 1 (inhibitor). (3) The compound is Nc1nonc1-c1noc(CCCN2C(=O)c3ccccc3C2=O)n1. The result is 0 (non-inhibitor). (4) The compound is CN1C(=O)OC(C)(C)C1=O. The result is 0 (non-inhibitor).